This data is from Forward reaction prediction with 1.9M reactions from USPTO patents (1976-2016). The task is: Predict the product of the given reaction. (1) Given the reactants [NH2:1][C:2]1[C:3]2[N:4]([C:8]([CH:18]3[CH2:21][CH2:20][CH2:19]3)=[N:9][C:10]=2[C:11]2[CH:12]=[C:13]([OH:17])[CH:14]=[CH:15][CH:16]=2)[CH:5]=[CH:6][N:7]=1.C([O-])([O-])=O.[Cs+].[Cs+].[N+:28]([C:31]1[CH:38]=[CH:37][CH:36]=[CH:35][C:32]=1[CH2:33]Br)([O-:30])=[O:29], predict the reaction product. The product is: [CH:18]1([C:8]2[N:4]3[CH:5]=[CH:6][N:7]=[C:2]([NH2:1])[C:3]3=[C:10]([C:11]3[CH:16]=[CH:15][CH:14]=[C:13]([O:17][CH2:33][C:32]4[CH:35]=[CH:36][CH:37]=[CH:38][C:31]=4[N+:28]([O-:30])=[O:29])[CH:12]=3)[N:9]=2)[CH2:21][CH2:20][CH2:19]1. (2) Given the reactants Br[C:2]1[CH:7]=[CH:6][C:5]([CH:8]2[C:17]3[C:16](=[O:18])[CH2:15][CH2:14][CH2:13][C:12]=3[N:11]([C:19]3[CH:24]=[CH:23][CH:22]=[C:21]([C:25]([F:28])([F:27])[F:26])[CH:20]=3)[C:10](=[O:29])[NH:9]2)=[C:4]([S:30]([CH3:33])(=[O:32])=[O:31])[CH:3]=1.O.[CH3:35][N:36](C)C=O, predict the reaction product. The product is: [O:29]=[C:10]1[NH:9][CH:8]([C:5]2[CH:6]=[CH:7][C:2]([C:35]#[N:36])=[CH:3][C:4]=2[S:30]([CH3:33])(=[O:31])=[O:32])[C:17]2[C:16](=[O:18])[CH2:15][CH2:14][CH2:13][C:12]=2[N:11]1[C:19]1[CH:24]=[CH:23][CH:22]=[C:21]([C:25]([F:27])([F:26])[F:28])[CH:20]=1. (3) Given the reactants COC1C=CC(C[N:8](CC2C=CC(OC)=CC=2)[S:9]([C@@H:12]([CH2:14][CH:15]=[CH2:16])[CH3:13])(=[O:11])=[O:10])=CC=1.FC(F)(F)C(O)=O, predict the reaction product. The product is: [CH3:13][C@@H:12]([S:9]([NH2:8])(=[O:11])=[O:10])[CH2:14][CH:15]=[CH2:16]. (4) Given the reactants [C:1]1([CH2:7][O:8][CH2:9][C@@H:10]([C:37]([O:39]C)=[O:38])[NH:11][C:12]([C:14]2[C:23]([NH:24][C:25]([NH:27][C:28]3[C:33]([CH3:34])=[CH:32][C:31]([CH3:35])=[CH:30][C:29]=3[CH3:36])=[O:26])=[CH:22][C:21]3[C:16](=[CH:17][CH:18]=[CH:19][CH:20]=3)[CH:15]=2)=[O:13])[CH:6]=[CH:5][CH:4]=[CH:3][CH:2]=1.Cl, predict the reaction product. The product is: [C:1]1([CH2:7][O:8][CH2:9][C@@H:10]([C:37]([OH:39])=[O:38])[NH:11][C:12]([C:14]2[C:23]([NH:24][C:25]([NH:27][C:28]3[C:33]([CH3:34])=[CH:32][C:31]([CH3:35])=[CH:30][C:29]=3[CH3:36])=[O:26])=[CH:22][C:21]3[C:16](=[CH:17][CH:18]=[CH:19][CH:20]=3)[CH:15]=2)=[O:13])[CH:2]=[CH:3][CH:4]=[CH:5][CH:6]=1. (5) Given the reactants [C:1]([CH2:3][C:4]1[C:13]2[O:12][CH2:11][CH2:10][O:9][C:8]=2[CH:7]=[CH:6][C:5]=1[C:14]([OH:16])=O)#[N:2].[NH2:17][C:18]1[CH:22]=[C:21]([CH3:23])[NH:20][N:19]=1, predict the reaction product. The product is: [CH3:23][C:21]1[NH:20][N:19]=[C:18]([NH:17][C:1]2[NH:2][C:14](=[O:16])[C:5]3[C:4](=[C:13]4[C:8](=[CH:7][CH:6]=3)[O:9][CH2:10][CH2:11][O:12]4)[CH:3]=2)[CH:22]=1. (6) Given the reactants [H-].[Al+3].[Li+].[H-].[H-].[H-].[Cl:7][C:8]1[CH:9]=[CH:10][C:11]2[N:17]3[C:18]([CH:21]4[CH2:23][CH2:22]4)=[N:19][N:20]=[C:16]3[C@@H:15]([CH2:24][C:25](OCC)=[O:26])[O:14][C@H:13]([C:30]3[CH:35]=[CH:34][CH:33]=[C:32]([O:36][CH3:37])[C:31]=3[O:38][CH3:39])[C:12]=2[CH:40]=1.C(C(C(C([O-])=O)O)O)([O-])=O.[Na+].[K+], predict the reaction product. The product is: [Cl:7][C:8]1[CH:9]=[CH:10][C:11]2[N:17]3[C:18]([CH:21]4[CH2:23][CH2:22]4)=[N:19][N:20]=[C:16]3[C@@H:15]([CH2:24][CH2:25][OH:26])[O:14][C@H:13]([C:30]3[CH:35]=[CH:34][CH:33]=[C:32]([O:36][CH3:37])[C:31]=3[O:38][CH3:39])[C:12]=2[CH:40]=1. (7) Given the reactants [N:1]([C:10]([O:12][C:13]([CH3:16])([CH3:15])[CH3:14])=[O:11])=[N:2][C:3]([O:5][C:6]([CH3:9])([CH3:8])[CH3:7])=[O:4].[CH2:17]([Mg]Br)[CH2:18][CH:19]=[CH2:20].CC(O)=O, predict the reaction product. The product is: [C:13]([O:12][C:10]([N:1]([CH2:20][CH2:19][CH:18]=[CH2:17])[NH:2][C:3]([O:5][C:6]([CH3:7])([CH3:8])[CH3:9])=[O:4])=[O:11])([CH3:16])([CH3:15])[CH3:14].